Dataset: Reaction yield outcomes from USPTO patents with 853,638 reactions. Task: Predict the reaction yield, written as a fraction of the theoretical maximum amount of product (1.0 means a 100% yield; for example, 0.34 means a 34% yield). (1) The reactants are [CH3:1][N:2]1[C:7](=S)[CH2:6][CH2:5][C:4]([N+:15]([O-:17])=[O:16])([C:9]2[CH:14]=[CH:13][N:12]=[CH:11][CH:10]=2)[CH2:3]1.[BH4-].[Na+].O. The catalyst is CO. The product is [CH3:1][N:2]1[CH2:7][CH2:6][CH2:5][C:4]([N+:15]([O-:17])=[O:16])([C:9]2[CH:10]=[CH:11][N:12]=[CH:13][CH:14]=2)[CH2:3]1. The yield is 0.570. (2) The yield is 0.960. The reactants are [Br:1][C:2]1[S:6][C:5]([C:7]2([S:11]([NH2:14])(=[O:13])=[O:12])[CH2:10][CH2:9][CH2:8]2)=[N:4][CH:3]=1.[C:15](OC(=O)C)(=[O:17])[CH3:16]. The catalyst is N1C=CC=CC=1. The product is [Br:1][C:2]1[S:6][C:5]([C:7]2([S:11]([NH:14][C:15](=[O:17])[CH3:16])(=[O:13])=[O:12])[CH2:8][CH2:9][CH2:10]2)=[N:4][CH:3]=1.